From a dataset of Retrosynthesis with 50K atom-mapped reactions and 10 reaction types from USPTO. Predict the reactants needed to synthesize the given product. (1) Given the product CC1(C)OB(c2cc(F)c(NC(=O)Nc3cc(C(F)(F)F)ccc3F)c(F)c2)OC1(C)C, predict the reactants needed to synthesize it. The reactants are: CC1(C)OB(c2cc(F)c(N)c(F)c2)OC1(C)C.O=C=Nc1cc(C(F)(F)F)ccc1F. (2) Given the product c1cc(N2CCOCC2)ccc1OC12CC3CC(CC(C3)C1)C2, predict the reactants needed to synthesize it. The reactants are: ClCCOCCCl.Nc1ccc(OC23CC4CC(CC(C4)C2)C3)cc1. (3) Given the product CC(C)N1CCC(Oc2cc3cc(C(=O)N4CCN(S(=O)(=O)C5CC5)CC4)n(CCO)c3cc2Br)CC1, predict the reactants needed to synthesize it. The reactants are: CC(C)N1CCC(Oc2cc3cc(C(=O)N4CCN(S(=O)(=O)C5CC5)CC4)n(CCO[Si](C)(C)C(C)(C)C)c3cc2Br)CC1. (4) Given the product Cc1cc(-n2ncnn2)cc2ccc(=O)[nH]c12, predict the reactants needed to synthesize it. The reactants are: CCOC(=O)/C=C/c1cc(-n2ncnn2)cc(C)c1N. (5) Given the product CN1CCc2c(Cl)ccc3c2N(CC1)C1CCCC31, predict the reactants needed to synthesize it. The reactants are: CN1CCc2c(Cl)ccc3c4c(n(c23)CC1)CCC4. (6) Given the product C[SiH](C)OC(C#CC(=O)Nc1ccc2ncc(C#N)c(Nc3cccc(Br)c3)c2c1)C(C)(C)C, predict the reactants needed to synthesize it. The reactants are: C[SiH](C)OC(C#CC(=O)O)C(C)(C)C.N#Cc1cnc2ccc(N)cc2c1Nc1cccc(Br)c1. (7) The reactants are: CCOC(=O)[C@@H]1C[C@H](c2ccc(OC)cc2)[C@@H](O)CN1.O=C(Cl)OCc1ccccc1. Given the product CCOC(=O)[C@@H]1C[C@H](c2ccc(OC)cc2)[C@@H](O)CN1C(=O)OCc1ccccc1, predict the reactants needed to synthesize it. (8) The reactants are: CC(=O)c1ccc(C)c(F)c1.CCOC(=O)C(=O)C(=O)OCC. Given the product CCOC(=O)C(O)(CC(=O)c1ccc(C)c(F)c1)C(=O)OCC, predict the reactants needed to synthesize it. (9) Given the product CCOC(=O)C1(CO)CCC1, predict the reactants needed to synthesize it. The reactants are: CCOC(=O)C1(COCc2ccccc2)CCC1. (10) Given the product COC(c1ccc(N(C)C)cc1)[C@H](C)/C=C/C=C/C(=O)O, predict the reactants needed to synthesize it. The reactants are: COC(=O)/C=C/C=C/[C@@H](C)C(OC)c1ccc(N(C)C)cc1.